This data is from Forward reaction prediction with 1.9M reactions from USPTO patents (1976-2016). The task is: Predict the product of the given reaction. (1) Given the reactants [CH3:1][O:2][C:3]1[CH:4]=[C:5]([CH:9]2[CH2:11][O:10]2)[CH:6]=[CH:7][CH:8]=1.[OH:12][C:13]1[CH:20]=[CH:19][C:16]([CH:17]=[O:18])=[CH:15][CH:14]=1.[OH-].[Na+], predict the reaction product. The product is: [OH:10][CH:9]([C:5]1[CH:6]=[CH:7][CH:8]=[C:3]([O:2][CH3:1])[CH:4]=1)[CH2:11][O:12][C:13]1[CH:20]=[CH:19][C:16]([CH:17]=[O:18])=[CH:15][CH:14]=1. (2) Given the reactants [Cl-].[O:2]=[C:3]1[C:7]2[CH:8]=[CH:9][C:10]([S:12][CH:13]3[CH2:18][CH2:17][NH2+:16][CH2:15][CH2:14]3)=[CH:11][C:6]=2[CH2:5][O:4]1.[C:19]([C:21]1[CH:26]=[CH:25][C:24]([CH2:27][CH2:28][C:29](O)=[O:30])=[CH:23][C:22]=1[F:32])#[N:20], predict the reaction product. The product is: [F:32][C:22]1[CH:23]=[C:24]([CH2:27][CH2:28][C:29](=[O:30])[N:16]2[CH2:17][CH2:18][CH:13]([S:12][C:10]3[CH:9]=[CH:8][C:7]4[C:3](=[O:2])[O:4][CH2:5][C:6]=4[CH:11]=3)[CH2:14][CH2:15]2)[CH:25]=[CH:26][C:21]=1[C:19]#[N:20]. (3) Given the reactants [OH:1][C:2]1[N:6]([C:7]2[CH:12]=[C:11]([C:13]#[N:14])[CH:10]=[CH:9][N:8]=2)[N:5]=[CH:4][CH:3]=1.[Cl:15][C:16]1[CH:21]=[C:20]([CH3:22])[CH:19]=[CH:18][C:17]=1[CH2:23]O, predict the reaction product. The product is: [Cl:15][C:16]1[CH:21]=[C:20]([CH3:22])[CH:19]=[CH:18][C:17]=1[CH2:23][O:1][C:2]1[N:6]([C:7]2[CH:12]=[C:11]([C:13]#[N:14])[CH:10]=[CH:9][N:8]=2)[N:5]=[CH:4][CH:3]=1. (4) Given the reactants Br.Br[CH:3]1[C:8]([C:9]2[C:14]([O:15][CH3:16])=[CH:13][C:12]([O:17][CH3:18])=[CH:11][C:10]=2[O:19][CH3:20])=[CH:7][CH2:6][N:5]([CH3:21])[CH2:4]1.[OH-:22].[Na+], predict the reaction product. The product is: [OH:22][CH:3]1[C:8]([C:9]2[C:14]([O:15][CH3:16])=[CH:13][C:12]([O:17][CH3:18])=[CH:11][C:10]=2[O:19][CH3:20])=[CH:7][CH2:6][N:5]([CH3:21])[CH2:4]1. (5) Given the reactants [Br:1][C:2]1[CH:3]=[C:4]([C:14](=[O:16])[CH3:15])[CH:5]=[C:6]([S:8]([F:13])([F:12])([F:11])([F:10])[F:9])[CH:7]=1.CC1(C)[C@]2(CS(O)(=O)=O)[C:23](C[C@H]1CC2)=[O:24].[CH:32](OC)(OC)OC.C(=O)([O-])O.[Na+], predict the reaction product. The product is: [Br:1][C:2]1[CH:7]=[C:6]([S:8]([F:13])([F:9])([F:10])([F:11])[F:12])[CH:5]=[C:4]([C:14]([O:24][CH3:23])([O:16][CH3:32])[CH3:15])[CH:3]=1. (6) Given the reactants [NH2:1][C:2]1[S:3]/[C:4](=[CH:8]\[C:9]2[CH:14]=[C:13]([O:15][CH2:16][CH2:17][CH3:18])[C:12]([OH:19])=[C:11]([Cl:20])[CH:10]=2)/[C:5](=[O:7])[N:6]=1.Br.Br[CH2:23][C:24]([C:26]1[CH:27]=[N:28][CH:29]=[CH:30][CH:31]=1)=O, predict the reaction product. The product is: [Cl:20][C:11]1[CH:10]=[C:9](/[CH:8]=[C:4]2/[C:5](=[O:7])[N:6]3[CH:23]=[C:24]([C:26]4[CH:27]=[N:28][CH:29]=[CH:30][CH:31]=4)[N:1]=[C:2]3[S:3]/2)[CH:14]=[C:13]([O:15][CH2:16][CH2:17][CH3:18])[C:12]=1[OH:19]. (7) Given the reactants [F:1][C:2]([F:23])([F:22])[C:3]1[CH:4]=[C:5]([C:13]2[CH:18]=[C:17]([F:19])[C:16]([F:20])=[C:15]([F:21])[CH:14]=2)[C:6]2[NH:10][C:9](=O)[NH:8][C:7]=2[CH:12]=1.O=P(Cl)(Cl)[Cl:26], predict the reaction product. The product is: [Cl:26][C:9]1[NH:8][C:7]2[CH:12]=[C:3]([C:2]([F:23])([F:22])[F:1])[CH:4]=[C:5]([C:13]3[CH:18]=[C:17]([F:19])[C:16]([F:20])=[C:15]([F:21])[CH:14]=3)[C:6]=2[N:10]=1. (8) Given the reactants [Br:1][C:2]1[CH:3]=[CH:4][C:5]2[N:6]([CH:8]=[C:9]([NH2:11])[N:10]=2)[CH:7]=1.[H-].[Na+].Cl[C:15]1[CH:20]=[C:19]([CH2:21][N:22]2[CH2:26][CH2:25][CH2:24][CH2:23]2)[CH:18]=[CH:17][N:16]=1, predict the reaction product. The product is: [Br:1][C:2]1[CH:3]=[CH:4][C:5]2[N:6]([CH:8]=[C:9]([NH:11][C:17]3[CH:18]=[C:19]([CH2:21][N:22]4[CH2:23][CH2:24][CH2:25][CH2:26]4)[CH:20]=[CH:15][N:16]=3)[N:10]=2)[CH:7]=1. (9) The product is: [F:1][CH:2]1[CH2:6][NH:5][C@H:4]([C:17]([O:19][C:20]([CH3:23])([CH3:22])[CH3:21])=[O:18])[CH2:3]1. Given the reactants [F:1][CH:2]1[CH2:6][N:5](C(OCC2C=CC=CC=2)=O)[C@H:4]([C:17]([O:19][C:20]([CH3:23])([CH3:22])[CH3:21])=[O:18])[CH2:3]1, predict the reaction product. (10) Given the reactants [CH3:1][C:2]([CH3:27])([CH3:26])[CH2:3][N:4]1[C:12]2[C:7](=[N:8][C:9]([C:13]3[CH:14]=[C:15]([CH:20]=[CH:21][C:22]=3[CH3:23])[C:16]([O:18]C)=[O:17])=[CH:10][CH:11]=2)[N:6]([CH3:24])[C:5]1=[O:25].[OH-].[K+], predict the reaction product. The product is: [CH3:1][C:2]([CH3:27])([CH3:26])[CH2:3][N:4]1[C:12]2[C:7](=[N:8][C:9]([C:13]3[CH:14]=[C:15]([CH:20]=[CH:21][C:22]=3[CH3:23])[C:16]([OH:18])=[O:17])=[CH:10][CH:11]=2)[N:6]([CH3:24])[C:5]1=[O:25].